This data is from Forward reaction prediction with 1.9M reactions from USPTO patents (1976-2016). The task is: Predict the product of the given reaction. (1) Given the reactants [CH3:1][O:2][C:3]1[CH:4]=[CH:5][C:6]2[NH:12][C:11](=[O:13])[N:10]([CH:14]3[CH2:19][CH2:18][NH:17][CH2:16][CH2:15]3)[CH2:9][CH2:8][C:7]=2[CH:20]=1.Cl[C:22]1[N:27]=[CH:26][N:25]=[C:24]([C:28]([C:30]2[CH:40]=[CH:39][C:33]3[N:34]([CH3:38])[C:35](=[O:37])[O:36][C:32]=3[CH:31]=2)=[O:29])[CH:23]=1.CCN(C(C)C)C(C)C, predict the reaction product. The product is: [CH3:1][O:2][C:3]1[CH:4]=[CH:5][C:6]2[NH:12][C:11](=[O:13])[N:10]([CH:14]3[CH2:19][CH2:18][N:17]([C:22]4[CH:23]=[C:24]([C:28]([C:30]5[CH:40]=[CH:39][C:33]6[N:34]([CH3:38])[C:35](=[O:37])[O:36][C:32]=6[CH:31]=5)=[O:29])[N:25]=[CH:26][N:27]=4)[CH2:16][CH2:15]3)[CH2:9][CH2:8][C:7]=2[CH:20]=1. (2) Given the reactants O1CCCC1.[H-].[Al+3].[Li+].[H-].[H-].[H-].[O:12]1[CH2:17][CH2:16][N:15]([C:18]2[CH:19]=[C:20]([C:25]3[CH:38]=[CH:37][CH:36]=[C:35]4[C:26]=3[S:27][C:28]3[CH:29]=[CH:30][C:31]([NH:39][C:40]([CH:42]5[CH2:45][N:44]([C:46](OC(C)(C)C)=O)[CH2:43]5)=O)=[CH:32][C:33]=3[S:34]4)[NH:21][C:22](=[O:24])[CH:23]=2)[CH2:14][CH2:13]1.CO, predict the reaction product. The product is: [CH3:46][N:44]1[CH2:43][CH:42]([CH2:40][NH:39][C:31]2[CH:32]=[C:33]3[C:28](=[CH:29][CH:30]=2)[S:27][C:26]2[C:25]([C:20]4[NH:21][C:22](=[O:24])[CH:23]=[C:18]([N:15]5[CH2:16][CH2:17][O:12][CH2:13][CH2:14]5)[CH:19]=4)=[CH:38][CH:37]=[CH:36][C:35]=2[S:34]3)[CH2:45]1. (3) Given the reactants [F:1][C:2]1[CH:7]=[CH:6][C:5]([C:8]2[CH:9]=[C:10]3[C:15](=[CH:16][CH:17]=2)[CH:14]=[C:13]([S:18]([O-:20])=[O:19])[CH:12]=[CH:11]3)=[CH:4][CH:3]=1.[Na+].[NH:22]1[CH:26]=[CH:25][N:24]=[C:23]1[CH:27]([C:29]1[CH:34]=[CH:33][CH:32]=[CH:31][C:30]=1I)[OH:28], predict the reaction product. The product is: [F:1][C:2]1[CH:7]=[CH:6][C:5]([C:8]2[CH:9]=[C:10]3[C:15](=[CH:16][CH:17]=2)[CH:14]=[C:13]([S:18]([C:30]2[CH:31]=[CH:32][CH:33]=[CH:34][C:29]=2[CH:27]([C:23]2[NH:24][CH:25]=[CH:26][N:22]=2)[OH:28])(=[O:20])=[O:19])[CH:12]=[CH:11]3)=[CH:4][CH:3]=1. (4) Given the reactants [O:1]1[CH2:3][C@H:2]1[CH2:4][O:5][C:6]1[CH:7]=[CH:8][C:9]2[S:13][C:12]([CH3:14])=[N:11][C:10]=2[CH:15]=1.[N:16]1([C:22]([O:24][C:25]([CH3:28])([CH3:27])[CH3:26])=[O:23])[CH2:21][CH2:20][NH:19][CH2:18][CH2:17]1.[Yb], predict the reaction product. The product is: [CH3:14][C:12]1[S:13][C:9]2[CH:8]=[CH:7][C:6]([O:5][CH2:4][C@@H:2]([OH:1])[CH2:3][CH3:17])=[CH:15][C:10]=2[N:11]=1.[N:16]1([C:22]([O:24][C:25]([CH3:28])([CH3:27])[CH3:26])=[O:23])[CH2:21][CH2:20][NH:19][CH2:18][CH2:17]1.